Dataset: NCI-60 drug combinations with 297,098 pairs across 59 cell lines. Task: Regression. Given two drug SMILES strings and cell line genomic features, predict the synergy score measuring deviation from expected non-interaction effect. (1) Drug 1: C1CC(=O)NC(=O)C1N2CC3=C(C2=O)C=CC=C3N. Drug 2: C1CNP(=O)(OC1)N(CCCl)CCCl. Cell line: HOP-62. Synergy scores: CSS=4.39, Synergy_ZIP=-1.55, Synergy_Bliss=-2.51, Synergy_Loewe=1.36, Synergy_HSA=-0.700. (2) Drug 1: CCCS(=O)(=O)NC1=C(C(=C(C=C1)F)C(=O)C2=CNC3=C2C=C(C=N3)C4=CC=C(C=C4)Cl)F. Drug 2: C1=NNC2=C1C(=O)NC=N2. Cell line: OVCAR-5. Synergy scores: CSS=-2.81, Synergy_ZIP=3.57, Synergy_Bliss=3.04, Synergy_Loewe=-3.58, Synergy_HSA=-3.19. (3) Drug 1: C1=NC2=C(N=C(N=C2N1C3C(C(C(O3)CO)O)F)Cl)N. Drug 2: CC1=C(N=C(N=C1N)C(CC(=O)N)NCC(C(=O)N)N)C(=O)NC(C(C2=CN=CN2)OC3C(C(C(C(O3)CO)O)O)OC4C(C(C(C(O4)CO)O)OC(=O)N)O)C(=O)NC(C)C(C(C)C(=O)NC(C(C)O)C(=O)NCCC5=NC(=CS5)C6=NC(=CS6)C(=O)NCCC[S+](C)C)O. Cell line: NCI-H226. Synergy scores: CSS=20.4, Synergy_ZIP=-4.58, Synergy_Bliss=-1.20, Synergy_Loewe=-2.06, Synergy_HSA=-0.253. (4) Drug 1: C1C(C(OC1N2C=NC3=C(N=C(N=C32)Cl)N)CO)O. Drug 2: C1=NC2=C(N1)C(=S)N=CN2. Cell line: IGROV1. Synergy scores: CSS=17.5, Synergy_ZIP=-3.41, Synergy_Bliss=3.32, Synergy_Loewe=0.891, Synergy_HSA=3.09. (5) Drug 1: CCN(CC)CCNC(=O)C1=C(NC(=C1C)C=C2C3=C(C=CC(=C3)F)NC2=O)C. Synergy scores: CSS=3.09, Synergy_ZIP=-2.10, Synergy_Bliss=3.75, Synergy_Loewe=-0.373, Synergy_HSA=1.62. Drug 2: C1=NNC2=C1C(=O)NC=N2. Cell line: LOX IMVI. (6) Drug 1: CC1CCC2CC(C(=CC=CC=CC(CC(C(=O)C(C(C(=CC(C(=O)CC(OC(=O)C3CCCCN3C(=O)C(=O)C1(O2)O)C(C)CC4CCC(C(C4)OC)OCCO)C)C)O)OC)C)C)C)OC. Drug 2: CN(C(=O)NC(C=O)C(C(C(CO)O)O)O)N=O. Cell line: SR. Synergy scores: CSS=4.01, Synergy_ZIP=-6.85, Synergy_Bliss=-8.72, Synergy_Loewe=-11.6, Synergy_HSA=-9.27.